Predict the reactants needed to synthesize the given product. From a dataset of Full USPTO retrosynthesis dataset with 1.9M reactions from patents (1976-2016). (1) Given the product [C:1]([O:5][C:6]([N:8]([CH2:21][C@@H:22]1[C@@H:26]([C:27]2[CH:28]=[CH:29][CH:30]=[CH:31][CH:32]=2)[CH2:25][N:24]([C:33](=[O:42])[CH2:34][CH2:35][CH2:36][CH2:37][C:38]([OH:40])=[O:39])[CH2:23]1)[C@@H:9]([C:11]1[C:20]2[C:15](=[CH:16][CH:17]=[CH:18][CH:19]=2)[CH:14]=[CH:13][CH:12]=1)[CH3:10])=[O:7])([CH3:2])([CH3:3])[CH3:4], predict the reactants needed to synthesize it. The reactants are: [C:1]([O:5][C:6]([N:8]([CH2:21][C@@H:22]1[C@@H:26]([C:27]2[CH:32]=[CH:31][CH:30]=[CH:29][CH:28]=2)[CH2:25][N:24]([C:33](=[O:42])[CH2:34][CH2:35][CH2:36][CH2:37][C:38]([O:40]C)=[O:39])[CH2:23]1)[C@@H:9]([C:11]1[C:20]2[C:15](=[CH:16][CH:17]=[CH:18][CH:19]=2)[CH:14]=[CH:13][CH:12]=1)[CH3:10])=[O:7])([CH3:4])([CH3:3])[CH3:2].[OH-].[Na+]. (2) The reactants are: Cl[C:2]1[N:3]=[C:4]([N:22]2[CH2:27][CH2:26][O:25][CH2:24][CH2:23]2)[C:5]2[O:10][C:9]([CH2:11][N:12]3[CH2:17][CH2:16][N:15]([S:18]([CH3:21])(=[O:20])=[O:19])[CH2:14][CH2:13]3)=[CH:8][C:6]=2[N:7]=1.[CH3:28][O:29][C:30]1[N:35]=[CH:34][C:33](B(O)O)=[CH:32][N:31]=1. Given the product [CH3:28][O:29][C:30]1[N:35]=[CH:34][C:33]([C:2]2[N:3]=[C:4]([N:22]3[CH2:27][CH2:26][O:25][CH2:24][CH2:23]3)[C:5]3[O:10][C:9]([CH2:11][N:12]4[CH2:17][CH2:16][N:15]([S:18]([CH3:21])(=[O:20])=[O:19])[CH2:14][CH2:13]4)=[CH:8][C:6]=3[N:7]=2)=[CH:32][N:31]=1, predict the reactants needed to synthesize it. (3) Given the product [C:1]([O:5][C:6](=[O:7])[N:8]([CH2:12][C:13]1[CH:14]=[C:15]([CH2:20][C:21](=[O:23])[NH:25][CH3:24])[CH:16]=[CH:17][C:18]=1[Cl:19])[CH:9]1[CH2:11][CH2:10]1)([CH3:4])([CH3:3])[CH3:2], predict the reactants needed to synthesize it. The reactants are: [C:1]([O:5][C:6]([N:8]([CH2:12][C:13]1[CH:14]=[C:15]([CH2:20][C:21]([OH:23])=O)[CH:16]=[CH:17][C:18]=1[Cl:19])[CH:9]1[CH2:11][CH2:10]1)=[O:7])([CH3:4])([CH3:3])[CH3:2].[CH3:24][NH2:25]. (4) Given the product [I:1][C:2]1[CH:7]=[CH:6][C:5]([S:8]([NH:29][CH2:28][CH2:27][O:26][CH2:25][CH2:24][O:23][CH2:22][CH2:21][O:20][CH3:19])(=[O:10])=[O:9])=[CH:4][CH:3]=1, predict the reactants needed to synthesize it. The reactants are: [I:1][C:2]1[CH:7]=[CH:6][C:5]([S:8](Cl)(=[O:10])=[O:9])=[CH:4][CH:3]=1.C(N(CC)CC)C.[CH3:19][O:20][CH2:21][CH2:22][O:23][CH2:24][CH2:25][O:26][CH2:27][CH2:28][NH2:29]. (5) Given the product [Br:1][C:12]1[C:6]2[C:7](=[N:8][CH:9]=[C:4]([Cl:3])[CH:5]=2)[NH:10][CH:11]=1, predict the reactants needed to synthesize it. The reactants are: [Br:1]Br.[Cl:3][C:4]1[CH:5]=[C:6]2[CH:12]=[CH:11][NH:10][C:7]2=[N:8][CH:9]=1.O. (6) Given the product [ClH:24].[CH3:31][O:32][N:33]([CH3:48])[C:34]1[N:35]=[C:36]([NH:44][CH:45]2[CH2:10][CH2:5][CH2:6][CH2:47][CH2:46]2)[N:37]=[C:38]([NH:40][CH2:41][C:42]#[CH:43])[N:39]=1, predict the reactants needed to synthesize it. The reactants are: CONC.[CH:5]1(NC2N=C(NCC#C)N=C(NO)N=2)[CH2:10]CCC[CH2:6]1.[ClH:24].C(OCC)C.Cl.[CH3:31][O:32][N:33]([CH3:48])[C:34]1[N:39]=[C:38]([NH:40][CH2:41][CH2:42][CH3:43])[N:37]=[C:36]([NH:44][CH2:45][C:46]#[CH:47])[N:35]=1. (7) The reactants are: [CH:1]1([CH2:4][N:5]([CH2:24][CH2:25][CH3:26])[C:6]2[N:11]=[CH:10][N:9]=[C:8]([C:12]([NH:14][C:15]3[CH:20]=[CH:19][C:18]([CH:21]=O)=[CH:17][C:16]=3[CH3:23])=[O:13])[CH:7]=2)[CH2:3][CH2:2]1.Cl.[NH2:28][CH2:29][CH2:30][CH2:31][C:32]([O:34]C(C)(C)C)=O.C(=O)([O-])[O-].C(O[BH-](OC(=O)C)OC(=O)C)(=O)C. Given the product [CH:1]1([CH2:4][N:5]([CH2:24][CH2:25][CH3:26])[C:6]2[N:11]=[CH:10][N:9]=[C:8]([C:12]([NH:14][C:15]3[CH:20]=[CH:19][C:18]([CH2:21][N:28]4[CH2:29][CH2:30][CH2:31][C:32]4=[O:34])=[CH:17][C:16]=3[CH3:23])=[O:13])[CH:7]=2)[CH2:3][CH2:2]1, predict the reactants needed to synthesize it. (8) The reactants are: [N+:1]([C:4]1[CH:12]=[CH:11][C:7]([C:8]([OH:10])=[O:9])=[C:6]([NH:13][CH:14]2[CH2:19][CH2:18][O:17][CH2:16][CH2:15]2)[CH:5]=1)([O-:3])=[O:2].[F:20][C:21]([F:32])([F:31])[C:22](O[C:22](=[O:23])[C:21]([F:32])([F:31])[F:20])=[O:23]. Given the product [N+:1]([C:4]1[CH:12]=[CH:11][C:7]([C:8]([OH:10])=[O:9])=[C:6]([N:13]([CH:14]2[CH2:19][CH2:18][O:17][CH2:16][CH2:15]2)[C:22](=[O:23])[C:21]([F:32])([F:31])[F:20])[CH:5]=1)([O-:3])=[O:2], predict the reactants needed to synthesize it. (9) Given the product [Cl:33][C:32]1[C:27]([NH:26][C:2]2[N:7]=[C:6]([N:8]([CH:18]3[CH2:19][CH2:20]3)[CH2:9][C:10]3[CH:15]=[CH:14][C:13]([O:16][CH3:17])=[CH:12][CH:11]=3)[C:5]3=[N:21][CH:22]=[C:23]([C:24]#[N:25])[N:4]3[N:3]=2)=[N:28][C:29]([C:34]#[N:35])=[N:30][CH:31]=1, predict the reactants needed to synthesize it. The reactants are: Cl[C:2]1[N:7]=[C:6]([N:8]([CH:18]2[CH2:20][CH2:19]2)[CH2:9][C:10]2[CH:15]=[CH:14][C:13]([O:16][CH3:17])=[CH:12][CH:11]=2)[C:5]2=[N:21][CH:22]=[C:23]([C:24]#[N:25])[N:4]2[N:3]=1.[NH2:26][C:27]1[C:32]([Cl:33])=[CH:31][N:30]=[C:29]([C:34]#[N:35])[N:28]=1.CC1(C)C2C(=C(P(C3C=CC=CC=3)C3C=CC=CC=3)C=CC=2)OC2C(P(C3C=CC=CC=3)C3C=CC=CC=3)=CC=CC1=2.C(=O)([O-])[O-].[Cs+].[Cs+]. (10) Given the product [Cl:19][C:20]1[CH:25]=[CH:24][C:23]([C:16]2([OH:17])[C:6]3[CH:7]=[C:8]([C:10]4[CH:15]=[CH:14][N:13]=[CH:12][CH:11]=4)[S:9][C:5]=3[CH2:4][CH2:3][C:2]2([CH3:18])[CH3:1])=[CH:22][CH:21]=1, predict the reactants needed to synthesize it. The reactants are: [CH3:1][C:2]1([CH3:18])[C:16](=[O:17])[C:6]2[CH:7]=[C:8]([C:10]3[CH:15]=[CH:14][N:13]=[CH:12][CH:11]=3)[S:9][C:5]=2[CH2:4][CH2:3]1.[Cl:19][C:20]1[CH:25]=[CH:24][C:23]([Mg]Br)=[CH:22][CH:21]=1.CCOCC.